Task: Regression/Classification. Given an antibody's heavy chain and light chain sequences, predict its developability. TAP uses regression for 5 developability metrics; SAbDab uses binary classification.. Dataset: Antibody developability classification from SAbDab with 2,409 antibodies The antibody is ['EVQLVESGGGLVQPGGSLRLSCAASGFNIKDTYIHWVREAPGKGLEWVARIYPTNGYTRYADSVKGRFTISADTSKNTAYLQMNSLRAEDTAVYYCSRWGGDGFYAMDYWGQGTLVTVSS', 'DIQMTQSPSSLSASVGDRVTITCRASQDVNTAVAWYQKKPGKAPKLLIYSASFLESGVPSRFSGSRSGTDFTLTISSLQPEDFATYYCQQHYTTPPTFGQGTKVEIK']. Result: 0 (not developable).